From a dataset of Full USPTO retrosynthesis dataset with 1.9M reactions from patents (1976-2016). Predict the reactants needed to synthesize the given product. (1) Given the product [F:11][C:2]([F:1])([F:10])[C:3]1[N:4]=[CH:5][C:6]([OH:9])=[CH:7][N:8]=1, predict the reactants needed to synthesize it. The reactants are: [F:1][C:2]([F:11])([F:10])[C:3]1[NH:4][CH2:5][CH:6]([OH:9])[CH2:7][N:8]=1.C[O-].[Na+]. (2) Given the product [CH2:2]([C:3]1[C:11]2[O:10][CH2:9][CH:8]([C:12]3[CH:13]=[CH:14][C:15]([CH:18]([CH3:20])[CH3:19])=[CH:16][CH:17]=3)[C:7]=2[C:6]([CH3:21])=[C:5]([NH:22][C:23](=[O:29])[CH2:24][C:25]([CH3:28])([CH3:27])[CH3:26])[C:4]=1[CH3:30])[C:31]1[CH:32]=[CH:33][CH:34]=[CH:35][CH:36]=1, predict the reactants needed to synthesize it. The reactants are: O[CH:2]([C:31]1[CH:36]=[CH:35][CH:34]=[CH:33][CH:32]=1)[C:3]1[C:11]2[O:10][CH2:9][CH:8]([C:12]3[CH:17]=[CH:16][C:15]([CH:18]([CH3:20])[CH3:19])=[CH:14][CH:13]=3)[C:7]=2[C:6]([CH3:21])=[C:5]([NH:22][C:23](=[O:29])[CH2:24][C:25]([CH3:28])([CH3:27])[CH3:26])[C:4]=1[CH3:30]. (3) Given the product [C:1]([O:5][C@@H:6]([C:12]1[C:41]([CH3:42])=[N:40][C:39]2=[CH:43][C:36]3=[N:37][N:38]2[C:13]=1[N:14]1[CH2:15][CH2:16][C:17]([CH3:48])([O:18][CH2:19][CH2:20][CH2:21][CH2:22][C@@H:23]([CH3:45])[O:24][C:25]2[CH:26]=[CH:27][CH:28]=[CH:29][C:30]=2[CH2:31][C:32]2[S:44][C:35]3=[N:34][CH:33]=2)[CH2:46][CH2:47]1)[C:7]([OH:9])=[O:8])([CH3:4])([CH3:2])[CH3:3], predict the reactants needed to synthesize it. The reactants are: [C:1]([O:5][C@@H:6]([C:12]1[C:41]([CH3:42])=[N:40][C:39]2=[CH:43][C:36]3=[N:37][N:38]2[C:13]=1[N:14]1[CH2:47][CH2:46][C:17]([CH3:48])([O:18][CH2:19][CH:20]=[CH:21][CH2:22][C@@H:23]([CH3:45])[O:24][C:25]2[CH:26]=[CH:27][CH:28]=[CH:29][C:30]=2[CH2:31][C:32]2[S:44][C:35]3=[N:34][CH:33]=2)[CH2:16][CH2:15]1)[C:7]([O:9]CC)=[O:8])([CH3:4])([CH3:3])[CH3:2].[H][H].[OH-].[Na+]. (4) Given the product [CH3:21][O:22][C:23]1[CH:30]=[C:29]([O:31][CH3:32])[C:28]([N:33]2[CH2:37][CH2:36][CH2:35][CH2:34]2)=[CH:27][C:24]=1/[CH:25]=[CH:2]/[C:1]([C:4]1[CH:5]=[CH:6][C:7]([S:10]([NH:13][CH2:14][C:15]2[CH:20]=[CH:19][CH:18]=[CH:17][N:16]=2)(=[O:12])=[O:11])=[CH:8][CH:9]=1)=[O:3], predict the reactants needed to synthesize it. The reactants are: [C:1]([C:4]1[CH:9]=[CH:8][C:7]([S:10]([NH:13][CH2:14][C:15]2[CH:20]=[CH:19][CH:18]=[CH:17][N:16]=2)(=[O:12])=[O:11])=[CH:6][CH:5]=1)(=[O:3])[CH3:2].[CH3:21][O:22][C:23]1[CH:30]=[C:29]([O:31][CH3:32])[C:28]([N:33]2[CH2:37][CH2:36][CH2:35][CH2:34]2)=[CH:27][C:24]=1[CH:25]=O.C[O-].[Li+]. (5) Given the product [Cl:1][C:2]1[CH:10]=[CH:9][C:5]([C:6]([O:8][CH2:32][P:33]([O:37][CH2:38][CH3:39])([O:34][CH2:35][CH3:36])=[O:40])=[O:7])=[C:4]([O:11][CH3:12])[CH:3]=1, predict the reactants needed to synthesize it. The reactants are: [Cl:1][C:2]1[CH:10]=[CH:9][C:5]([C:6]([OH:8])=[O:7])=[C:4]([O:11][CH3:12])[CH:3]=1.C(Cl)(=O)C(Cl)=O.CN(C=O)C.C(N(CC)CC)C.O[CH2:32][P:33](=[O:40])([O:37][CH2:38][CH3:39])[O:34][CH2:35][CH3:36]. (6) Given the product [Si:29]([O:36][CH2:37][C@@H:38]1[C@H:45]2[O:44][C:43]([CH3:47])([CH3:46])[O:42][C@H:41]2[C@H:40]([N:1]2[CH:9]=[C:7]([CH3:8])[C:5](=[O:6])[NH:4][C:2]2=[O:3])[S:39]1)([C:32]([CH3:35])([CH3:33])[CH3:34])([CH3:30])[CH3:31], predict the reactants needed to synthesize it. The reactants are: [NH:1]1[CH:9]=[C:7]([CH3:8])[C:5](=[O:6])[NH:4][C:2]1=[O:3].C(N(CC)CC)C.FC(F)(F)S(O[Si](C)(C)C)(=O)=O.[Si:29]([O:36][CH2:37][C@@H:38]1[C@@H:45]2[C@@H:41]([O:42][C:43]([CH3:47])([CH3:46])[O:44]2)[CH2:40][S@:39]1=O)([C:32]([CH3:35])([CH3:34])[CH3:33])([CH3:31])[CH3:30]. (7) Given the product [OH:2][C:3]1[CH:4]=[CH:5][C:6]2[O:10][C:9]([C:11]([O:13][CH3:24])=[O:12])=[CH:8][C:7]=2[CH:14]=1, predict the reactants needed to synthesize it. The reactants are: C[O:2][C:3]1[CH:4]=[CH:5][C:6]2[O:10][C:9]([C:11]([OH:13])=[O:12])=[CH:8][C:7]=2[CH:14]=1.B(Br)(Br)Br.S(Cl)(Cl)=O.Cl[CH2:24]Cl. (8) Given the product [Cl:27][C:28]1[CH:33]=[CH:32][C:31]([NH:34][C:35]([NH:1][CH2:2][CH2:3][CH2:4][N:5]2[N:10]=[C:9]([C:11]3[CH:25]=[CH:24][C:14]4[N:15]([CH3:23])[C:16]([C:18]5[O:19][CH:20]=[CH:21][CH:22]=5)=[N:17][C:13]=4[CH:12]=3)[CH2:8][S:7][C:6]2=[O:26])=[O:36])=[CH:30][CH:29]=1, predict the reactants needed to synthesize it. The reactants are: [NH2:1][CH2:2][CH2:3][CH2:4][N:5]1[N:10]=[C:9]([C:11]2[CH:25]=[CH:24][C:14]3[N:15]([CH3:23])[C:16]([C:18]4[O:19][CH:20]=[CH:21][CH:22]=4)=[N:17][C:13]=3[CH:12]=2)[CH2:8][S:7][C:6]1=[O:26].[Cl:27][C:28]1[CH:33]=[CH:32][C:31]([N:34]=[C:35]=[O:36])=[CH:30][CH:29]=1.C1COCC1.